This data is from Experimentally validated miRNA-target interactions with 360,000+ pairs, plus equal number of negative samples. The task is: Binary Classification. Given a miRNA mature sequence and a target amino acid sequence, predict their likelihood of interaction. The miRNA is hsa-miR-450a-5p with sequence UUUUGCGAUGUGUUCCUAAUAU. The protein sequence of the target gene is METRPRLGATCLLGFSFLLLVISSDGHNGLGKGFGDHIHWRTLEDGKKEAAASGLPLMVIIHKSWCGACKALKPKFAESTEISELSHNFVMVNLEDEEEPKDEDFSPDGGYIPRILFLDPSGKVHPEIINENGNPSYKYFYVSAEQVVQGMKEAQERLTGDAFRKKHLEDEL. Result: 0 (no interaction).